This data is from Forward reaction prediction with 1.9M reactions from USPTO patents (1976-2016). The task is: Predict the product of the given reaction. (1) Given the reactants [Br:1][C:2]1[CH:7]=[CH:6][C:5]([S:8]([CH3:11])(=[O:10])=[O:9])=[C:4](F)[CH:3]=1.CN(C=O)C.[CH3:18][S-:19].[Na+].O, predict the reaction product. The product is: [Br:1][C:2]1[CH:7]=[CH:6][C:5]([S:8]([CH3:11])(=[O:10])=[O:9])=[C:4]([S:19][CH3:18])[CH:3]=1. (2) Given the reactants [Br-].[CH3:2]OC[P+](C1C=CC=CC=1)(C1C=CC=CC=1)C1C=CC=CC=1.CC(C)([O-])C.[K+].[CH:30]([CH:32]1[CH2:37][CH2:36][CH:35]([C:38]([O:40][CH3:41])=[O:39])[CH2:34][CH2:33]1)=O.O, predict the reaction product. The product is: [CH:30]([CH:32]1[CH2:37][CH2:36][CH:35]([C:38]([O:40][CH3:41])=[O:39])[CH2:34][CH2:33]1)=[CH2:2]. (3) Given the reactants [Br:1][CH2:2][CH2:3][N:4]1[C:8]([CH2:9]O)=[CH:7][C:6]([N+:11]([O-:13])=[O:12])=[N:5]1.C(Cl)(Cl)Cl.P(Br)(Br)[Br:19], predict the reaction product. The product is: [Br:1][CH2:2][CH2:3][N:4]1[C:8]([CH2:9][Br:19])=[CH:7][C:6]([N+:11]([O-:13])=[O:12])=[N:5]1. (4) Given the reactants Br[C:2]1[CH:3]=[CH:4][C:5]([N:10]2[CH:14]=[C:13]([CH3:15])[N:12]=[CH:11]2)=[C:6]([CH:9]=1)[C:7]#[N:8].[Cl:16][C:17]1[CH:29]=[CH:28][CH:27]=[C:26]([Cl:30])[C:18]=1[CH2:19][C:20]1[O:24][N:23]=[C:22]([NH2:25])[N:21]=1, predict the reaction product. The product is: [Cl:30][C:26]1[CH:27]=[CH:28][CH:29]=[C:17]([Cl:16])[C:18]=1[CH2:19][C:20]1[O:24][N:23]=[C:22]([NH:25][C:2]2[CH:3]=[CH:4][C:5]([N:10]3[CH:14]=[C:13]([CH3:15])[N:12]=[CH:11]3)=[C:6]([CH:9]=2)[C:7]#[N:8])[N:21]=1. (5) The product is: [O:33]=[C:31]1[NH:30][C:27]2=[N:28][CH:29]=[C:24]([C:16]3[CH:17]=[C:18]([O:22][CH3:23])[C:19]([O:20][CH3:21])=[C:14]([O:13][CH3:12])[CH:15]=3)[CH:25]=[C:26]2[C:32]1=[CH:1][C:3]1[CH:11]=[CH:10][C:6]([C:7]([NH2:9])=[O:8])=[CH:5][CH:4]=1. Given the reactants [CH:1]([C:3]1[CH:11]=[CH:10][C:6]([C:7]([NH2:9])=[O:8])=[CH:5][CH:4]=1)=O.[CH3:12][O:13][C:14]1[CH:15]=[C:16]([C:24]2[CH:25]=[C:26]3[CH2:32][C:31](=[O:33])[N:30](COCC[Si](C)(C)C)[C:27]3=[N:28][CH:29]=2)[CH:17]=[C:18]([O:22][CH3:23])[C:19]=1[O:20][CH3:21], predict the reaction product.